From a dataset of Forward reaction prediction with 1.9M reactions from USPTO patents (1976-2016). Predict the product of the given reaction. Given the reactants [OH:1][C:2]1[CH:7]=[CH:6][C:5]([C@@H:8]2[N:13]3[CH2:14][CH2:15][N:16]([C:18]([C:20]4[CH:21]=[N:22][C:23]([C:26]([F:29])([F:28])[F:27])=[CH:24][CH:25]=4)=[O:19])[CH2:17][C@@H:12]3[CH2:11][CH2:10][CH2:9]2)=[C:4]([CH3:30])[C:3]=1[CH3:31].[OH-].[K+].Br[CH2:35][CH2:36][CH3:37], predict the reaction product. The product is: [CH3:30][C:4]1[C:3]([CH3:31])=[C:2]([O:1][CH2:35][CH2:36][CH3:37])[CH:7]=[CH:6][C:5]=1[C@@H:8]1[N:13]2[CH2:14][CH2:15][N:16]([C:18]([C:20]3[CH:21]=[N:22][C:23]([C:26]([F:29])([F:28])[F:27])=[CH:24][CH:25]=3)=[O:19])[CH2:17][C@@H:12]2[CH2:11][CH2:10][CH2:9]1.